This data is from Reaction yield outcomes from USPTO patents with 853,638 reactions. The task is: Predict the reaction yield, written as a fraction of the theoretical maximum amount of product (1.0 means a 100% yield; for example, 0.34 means a 34% yield). (1) The reactants are [CH2:1]([O:3][CH2:4][N:5]1[C:9](B2OC(C)(C)C(C)(C)O2)=[CH:8][CH:7]=[N:6]1)[CH3:2].[C:19]([C:21]1[CH:22]=[C:23]([S:40]([N:43]([CH2:49][C:50]2[CH:55]=[CH:54][C:53]([O:56][CH3:57])=[CH:52][C:51]=2[O:58][CH3:59])[C:44]2[S:48][N:47]=[CH:46][N:45]=2)(=[O:42])=[O:41])[CH:24]=[CH:25][C:26]=1[O:27][C:28]1[CH:33]=[CH:32][C:31]([O:34][C:35]([F:38])([F:37])[F:36])=[CH:30][C:29]=1I)#[N:20]. No catalyst specified. The product is [C:19]([C:21]1[CH:22]=[C:23]([S:40]([N:43]([CH2:49][C:50]2[CH:55]=[CH:54][C:53]([O:56][CH3:57])=[CH:52][C:51]=2[O:58][CH3:59])[C:44]2[S:48][N:47]=[CH:46][N:45]=2)(=[O:42])=[O:41])[CH:24]=[CH:25][C:26]=1[O:27][C:28]1[CH:29]=[CH:30][C:31]([O:34][C:35]([F:37])([F:36])[F:38])=[CH:32][C:33]=1[C:9]1[N:5]([CH2:4][O:3][CH2:1][CH3:2])[N:6]=[CH:7][CH:8]=1)#[N:20]. The yield is 0.290. (2) The reactants are [Br:1][C:2]1[CH:7]=[C:6]([Cl:8])[CH:5]=[CH:4][N:3]=1.[Li+].CC([N-]C(C)C)C.[O:17]1[CH2:20][C:19](=[O:21])[CH2:18]1.CC(=O)OCC. The catalyst is C1COCC1. The product is [Br:1][C:2]1[C:7]([C:19]2([OH:21])[CH2:20][O:17][CH2:18]2)=[C:6]([Cl:8])[CH:5]=[CH:4][N:3]=1. The yield is 0.450. (3) The reactants are [Cl:1][C:2]1[C:3]([CH2:12][N:13]2[C:17](/[CH:18]=[CH:19]/[C:20](O)=[O:21])=[CH:16][C:15]([O:23][CH:24]([CH3:26])[CH3:25])=[N:14]2)=[N:4][CH:5]=[C:6]([C:8]([F:11])([F:10])[F:9])[CH:7]=1.[CH2:27]([S:32]([NH2:35])(=[O:34])=[O:33])[CH2:28][CH2:29][CH2:30][CH3:31].N12CCCN=C1CCCCC2.Cl. The product is [Cl:1][C:2]1[C:3]([CH2:12][N:13]2[C:17](/[CH:18]=[CH:19]/[C:20]([NH:35][S:32]([CH2:27][CH2:28][CH2:29][CH2:30][CH3:31])(=[O:34])=[O:33])=[O:21])=[CH:16][C:15]([O:23][CH:24]([CH3:26])[CH3:25])=[N:14]2)=[N:4][CH:5]=[C:6]([C:8]([F:9])([F:11])[F:10])[CH:7]=1. The catalyst is CN(C)C=O. The yield is 0.100. (4) The reactants are [Br:1][C:2]1[N:3]=[C:4]([C:9]#[C:10][Si](C)(C)C)[C:5]([NH2:8])=[N:6][CH:7]=1.[H-].[Na+].[C:17]1([CH3:27])[CH:22]=[CH:21][C:20]([S:23](Cl)(=[O:25])=[O:24])=[CH:19][CH:18]=1. The catalyst is CN(C=O)C. The product is [Br:1][C:2]1[N:3]=[C:4]2[CH:9]=[CH:10][N:8]([S:23]([C:20]3[CH:21]=[CH:22][C:17]([CH3:27])=[CH:18][CH:19]=3)(=[O:25])=[O:24])[C:5]2=[N:6][CH:7]=1. The yield is 0.520. (5) The yield is 0.970. The product is [CH2:17]([C:14]1[S:13][C:12]([NH:11][S:8]([C:5]2[CH:6]=[CH:7][C:2]([NH:1][C:19](=[O:29])[CH2:20][CH2:21][CH2:22][CH2:23][CH2:24][CH2:25][CH2:26][CH2:27][CH3:28])=[CH:3][CH:4]=2)(=[O:10])=[O:9])=[N:16][N:15]=1)[CH3:18]. The catalyst is N1C=CC=CC=1. The reactants are [NH2:1][C:2]1[CH:7]=[CH:6][C:5]([S:8]([NH:11][C:12]2[S:13][C:14]([CH2:17][CH3:18])=[N:15][N:16]=2)(=[O:10])=[O:9])=[CH:4][CH:3]=1.[C:19](Cl)(=[O:29])[CH2:20][CH2:21][CH2:22][CH2:23][CH2:24][CH2:25][CH2:26][CH2:27][CH3:28].Cl.